Dataset: Catalyst prediction with 721,799 reactions and 888 catalyst types from USPTO. Task: Predict which catalyst facilitates the given reaction. (1) Reactant: [F:1][CH2:2][C@H:3]1[CH2:8][CH2:7][C@H:6]([N:9]2[C:14]3[C:15]4[CH:21]=[CH:20][N:19]([CH2:22][O:23][CH2:24][CH2:25][Si:26]([CH3:29])([CH3:28])[CH3:27])[C:16]=4[N:17]=[CH:18][C:13]=3[C:12](=[O:30])[NH:11][CH2:10]2)[CH2:5][CH2:4]1.[H-].[Na+].[CH3:33]I.[Cl-].[NH4+]. Product: [F:1][CH2:2][C@H:3]1[CH2:8][CH2:7][C@H:6]([N:9]2[C:14]3[C:15]4[CH:21]=[CH:20][N:19]([CH2:22][O:23][CH2:24][CH2:25][Si:26]([CH3:27])([CH3:29])[CH3:28])[C:16]=4[N:17]=[CH:18][C:13]=3[C:12](=[O:30])[N:11]([CH3:33])[CH2:10]2)[CH2:5][CH2:4]1. The catalyst class is: 9. (2) Reactant: [NH2:1][C:2]1[C:10]2[C:9]([C:11]3[CH:16]=[CH:15][C:14]([Cl:17])=[C:13]([Cl:18])[CH:12]=3)=[N:8][C:7](S(C)=O)=[N:6][C:5]=2[S:4][C:3]=1[C:22]([NH2:24])=[O:23].[NH2:25][CH:26]1[CH2:31][CH2:30][N:29]([C:32]([O:34][C:35]([CH3:38])([CH3:37])[CH3:36])=[O:33])[CH2:28][CH2:27]1. Product: [NH2:1][C:2]1[C:10]2[C:9]([C:11]3[CH:16]=[CH:15][C:14]([Cl:17])=[C:13]([Cl:18])[CH:12]=3)=[N:8][C:7]([NH:25][CH:26]3[CH2:27][CH2:28][N:29]([C:32]([O:34][C:35]([CH3:38])([CH3:37])[CH3:36])=[O:33])[CH2:30][CH2:31]3)=[N:6][C:5]=2[S:4][C:3]=1[C:22](=[O:23])[NH2:24]. The catalyst class is: 1. (3) Reactant: [N+:1]([C:4]1[CH:9]=[CH:8][C:7]([O:10][C:11]([CH3:17])([CH3:16])[C:12]([F:15])([F:14])[F:13])=[CH:6][CH:5]=1)([O-])=O. Product: [F:13][C:12]([F:14])([F:15])[C:11]([CH3:16])([CH3:17])[O:10][C:7]1[CH:6]=[CH:5][C:4]([NH2:1])=[CH:9][CH:8]=1. The catalyst class is: 19.